This data is from Catalyst prediction with 721,799 reactions and 888 catalyst types from USPTO. The task is: Predict which catalyst facilitates the given reaction. Reactant: [Br:1][C:2]1[CH:23]=[CH:22][C:5]2[N:6]([C:18]([CH3:21])([CH3:20])[CH3:19])[C:7]([C:9]3[CH:17]=[CH:16][CH:15]=[CH:14][C:10]=3[C:11](O)=[O:12])=[N:8][C:4]=2[CH:3]=1.CN(C(ON1N=NC2C=CC=NC1=2)=[N+](C)C)C.F[P-](F)(F)(F)(F)F.[C:48]([O:52][C:53]([CH3:56])([CH3:55])[CH3:54])(=[O:51])[NH:49][NH2:50].CCN(C(C)C)C(C)C. Product: [C:53]([O:52][C:48]([N:49]([C:11](=[O:12])[C:10]1[CH:14]=[CH:15][CH:16]=[CH:17][C:9]=1[C:7]1[N:6]([C:18]([CH3:21])([CH3:19])[CH3:20])[C:5]2[CH:22]=[CH:23][C:2]([Br:1])=[CH:3][C:4]=2[N:8]=1)[NH2:50])=[O:51])([CH3:56])([CH3:55])[CH3:54]. The catalyst class is: 173.